From a dataset of Forward reaction prediction with 1.9M reactions from USPTO patents (1976-2016). Predict the product of the given reaction. (1) Given the reactants [Cl:1][C:2]1[C:3]([F:20])=[C:4]([C:13]2[N:18]=[CH:17][N:16]=[C:15]([OH:19])[CH:14]=2)[C:5]([N:8]2[CH:12]=[CH:11][N:10]=[N:9]2)=[CH:6][CH:7]=1.CN(C(ON1N=NC2C=CC=NC1=2)=[N+](C)C)C.F[P-](F)(F)(F)(F)F.C1CCN2C(=NCCC2)CC1.Cl.N[C@@H:58]1[C:74]2[CH:75]=[C:70]([CH:71]=[CH:72][CH:73]=2)[C:69]2[N:68]([CH3:76])[N:67]=[CH:66][C:65]=2[NH:64][C:63](=[O:77])[C@H:62]([CH3:78])[CH2:61][CH2:60][CH2:59]1, predict the reaction product. The product is: [Cl:1][C:2]1[C:3]([F:20])=[C:4]([C:13]2[N:18]=[CH:17][N:16]([C@@H:58]3[C:74]4[CH:75]=[C:70]([CH:71]=[CH:72][CH:73]=4)[C:69]4[N:68]([CH3:76])[N:67]=[CH:66][C:65]=4[NH:64][C:63](=[O:77])[C@H:62]([CH3:78])[CH2:61][CH2:60][CH2:59]3)[C:15](=[O:19])[CH:14]=2)[C:5]([N:8]2[CH:12]=[CH:11][N:10]=[N:9]2)=[CH:6][CH:7]=1. (2) The product is: [OH:1][C:2]1[CH:7]=[C:6]([CH:8]([CH3:9])[CH3:10])[O:5][C:4](=[O:11])[CH:3]=1. Given the reactants [OH:1][C:2]1[CH:7]=[C:6]([CH:8]([CH3:10])[CH3:9])[O:5][C:4](=[O:11])[C:3]=1C(=O)C(C)C, predict the reaction product. (3) The product is: [C:5]([O:8][CH2:9][C:10]([CH3:40])([CH3:39])[CH2:11][N:12]1[C:18]2[CH:19]=[CH:20][C:21]([Cl:23])=[CH:22][C:17]=2[C@@H:16]([C:24]2[CH:29]=[CH:28][CH:27]=[C:26]([O:30][CH3:31])[C:25]=2[O:32][CH3:33])[O:15][C@H:14]([CH2:34][C:35]([NH:42][C:43]2[C:44]([CH3:56])=[C:45]([CH2:49][CH2:50][C:51]([O:53][CH2:54][CH3:55])=[O:52])[CH:46]=[CH:47][CH:48]=2)=[O:36])[C:13]1=[O:38])(=[O:7])[CH3:6]. Given the reactants S(Cl)(Cl)=O.[C:5]([O:8][CH2:9][C:10]([CH3:40])([CH3:39])[CH2:11][N:12]1[C:18]2[CH:19]=[CH:20][C:21]([Cl:23])=[CH:22][C:17]=2[C@@H:16]([C:24]2[CH:29]=[CH:28][CH:27]=[C:26]([O:30][CH3:31])[C:25]=2[O:32][CH3:33])[O:15][C@H:14]([CH2:34][C:35](O)=[O:36])[C:13]1=[O:38])(=[O:7])[CH3:6].Cl.[NH2:42][C:43]1[C:44]([CH3:56])=[C:45]([CH2:49][CH2:50][C:51]([O:53][CH2:54][CH3:55])=[O:52])[CH:46]=[CH:47][CH:48]=1.C(N(CC)CC)C, predict the reaction product. (4) The product is: [C:21]([O:23][CH2:8][CH:7]([NH2:6])[CH2:10][CH2:11][CH2:12][CH3:13])(=[O:22])[CH2:20][CH2:19][S:18][S:17][CH2:16][CH2:15][C:14]([O:9][CH2:8][CH:7]([NH2:6])[CH2:10][CH2:11][CH2:12][CH3:13])=[O:25]. Given the reactants CS(O)(=O)=O.[NH2:6][CH:7]([CH2:10][CH2:11][CH2:12][CH3:13])[CH2:8][OH:9].[C:14]([OH:25])(=O)[CH2:15][CH2:16][S:17][S:18][CH2:19][CH2:20][C:21]([OH:23])=[O:22], predict the reaction product. (5) Given the reactants [N:1]1([CH2:6][CH2:7][CH2:8][N:9]2[CH2:14][CH2:13][CH:12]([CH2:15][NH:16][C:17](=[O:28])[C:18]3[CH:23]=[C:22]([Cl:24])[C:21]([NH2:25])=[CH:20][C:19]=3[O:26][CH3:27])[CH2:11][CH2:10]2)[CH:5]=[CH:4][N:3]=[N:2]1.Cl, predict the reaction product. The product is: [ClH:24].[N:1]1([CH2:6][CH2:7][CH2:8][N:9]2[CH2:10][CH2:11][CH:12]([CH2:15][NH:16][C:17](=[O:28])[C:18]3[CH:23]=[C:22]([Cl:24])[C:21]([NH2:25])=[CH:20][C:19]=3[O:26][CH3:27])[CH2:13][CH2:14]2)[CH:5]=[CH:4][N:3]=[N:2]1.